This data is from CYP2C9 inhibition data for predicting drug metabolism from PubChem BioAssay. The task is: Regression/Classification. Given a drug SMILES string, predict its absorption, distribution, metabolism, or excretion properties. Task type varies by dataset: regression for continuous measurements (e.g., permeability, clearance, half-life) or binary classification for categorical outcomes (e.g., BBB penetration, CYP inhibition). Dataset: cyp2c9_veith. (1) The compound is C#CCCCO/N=C1/C[C@@H](O)[C@@H](O)[C@@H]2[C@@H]3C(=O)N(CC)C(=O)[C@H]3CC[C@@H]12. The result is 0 (non-inhibitor). (2) The result is 0 (non-inhibitor). The molecule is CCOc1cccc(OCCCNCCCOC)c1.